Task: Predict the product of the given reaction.. Dataset: Forward reaction prediction with 1.9M reactions from USPTO patents (1976-2016) (1) Given the reactants [C:1]([C:5]1[CH:10]=[CH:9][C:8]([S:11]([N:14]([CH2:25][C:26]([OH:28])=O)[C:15]2[CH:16]=[C:17]3[C:22](=[CH:23][CH:24]=2)[N:21]=[CH:20][CH:19]=[CH:18]3)(=[O:13])=[O:12])=[CH:7][CH:6]=1)([CH3:4])([CH3:3])[CH3:2].[CH:29]1([NH:32][CH2:33][C:34]2[CH:39]=[C:38]([O:40][CH3:41])[CH:37]=[C:36]([O:42][CH3:43])[CH:35]=2)[CH2:31][CH2:30]1, predict the reaction product. The product is: [C:1]([C:5]1[CH:6]=[CH:7][C:8]([S:11]([N:14]([C:15]2[CH:16]=[C:17]3[C:22](=[CH:23][CH:24]=2)[N:21]=[CH:20][CH:19]=[CH:18]3)[CH2:25][C:26]([N:32]([CH:29]2[CH2:31][CH2:30]2)[CH2:33][C:34]2[CH:35]=[C:36]([O:42][CH3:43])[CH:37]=[C:38]([O:40][CH3:41])[CH:39]=2)=[O:28])(=[O:13])=[O:12])=[CH:9][CH:10]=1)([CH3:4])([CH3:3])[CH3:2]. (2) Given the reactants [C:1]([C:4]1[CH:9]=[CH:8][CH:7]=[C:6]([N+:10]([O-:12])=[O:11])[C:5]=1[S:13][C:14]1[CH:22]=[CH:21][C:20]([F:23])=[CH:19][C:15]=1[C:16](O)=[O:17])(O)=[O:2].CO, predict the reaction product. The product is: [F:23][C:20]1[CH:21]=[CH:22][C:14]([S:13][C:5]2[C:6]([N+:10]([O-:12])=[O:11])=[CH:7][CH:8]=[CH:9][C:4]=2[CH2:1][OH:2])=[C:15]([CH2:16][OH:17])[CH:19]=1.